From a dataset of Retrosynthesis with 50K atom-mapped reactions and 10 reaction types from USPTO. Predict the reactants needed to synthesize the given product. (1) Given the product COCCOc1ncc(C(=O)N[C@@H]2CCCC[C@H]2O)cc1Br, predict the reactants needed to synthesize it. The reactants are: COCCOc1ncc(C(=O)O)cc1Br.N[C@@H]1CCCC[C@H]1O. (2) Given the product O=C(NC1C2CC3CC1CC(O)(C3)C2)c1cnn(C2CC2)c1C(F)(F)F, predict the reactants needed to synthesize it. The reactants are: NC1C2CC3CC1CC(O)(C3)C2.O=C(O)c1cnn(C2CC2)c1C(F)(F)F. (3) Given the product CCOC(=O)CC[C@H](NC(=O)c1ccc(CCC2CNc3nc(NC(=O)C(C)(C)C)[nH]c(=O)c3C2)s1)C(=O)OCC, predict the reactants needed to synthesize it. The reactants are: CC(C)(C)C(=O)OC(=O)C(C)(C)C.CCOC(=O)CC[C@H](NC(=O)c1ccc(CCC2CNc3nc(N)[nH]c(=O)c3C2)s1)C(=O)OCC. (4) Given the product O=C1N(Cc2ncccc2C(F)(F)F)c2ccccc2[C@]12COc1cc3c(cc12)OCCO3, predict the reactants needed to synthesize it. The reactants are: FC(F)(F)c1cccnc1CBr.O=C1Nc2ccccc2[C@]12COc1cc3c(cc12)OCCO3. (5) Given the product CCCCn1c(=O)c2c(ncn2CCC2CO2)n(CCCC)c1=O, predict the reactants needed to synthesize it. The reactants are: C=CCCn1cnc2c1c(=O)n(CCCC)c(=O)n2CCCC.O=C(OO)c1cccc(Cl)c1. (6) The reactants are: CCOC(=O)c1c2c(nn1CCCO)-c1cn[nH]c1CC2. Given the product O=C(O)c1c2c(nn1CCCO)-c1cn[nH]c1CC2, predict the reactants needed to synthesize it.